From a dataset of CYP2C19 inhibition data for predicting drug metabolism from PubChem BioAssay. Regression/Classification. Given a drug SMILES string, predict its absorption, distribution, metabolism, or excretion properties. Task type varies by dataset: regression for continuous measurements (e.g., permeability, clearance, half-life) or binary classification for categorical outcomes (e.g., BBB penetration, CYP inhibition). Dataset: cyp2c19_veith. (1) The compound is CCCNC(=O)OC[C@@H]1O[C@H](CCON=C(C)C)C=C[C@@H]1Oc1ccc(OC)cc1. The result is 0 (non-inhibitor). (2) The compound is O=C(c1ccc(CN2CCc3ccccc3C2)cc1)N1CCc2ccccc2C1. The result is 1 (inhibitor).